Task: Predict which catalyst facilitates the given reaction.. Dataset: Catalyst prediction with 721,799 reactions and 888 catalyst types from USPTO Reactant: [Br:1][C:2]1[CH:7]=[C:6]2[NH:8][CH2:9][C:10]3([CH2:15][CH2:14][O:13][CH2:12][CH2:11]3)[C:5]2=[CH:4][CH:3]=1.Cl[C:17]1[CH:22]=[CH:21][N:20]=[C:19]([NH2:23])[N:18]=1.[OH-].[Na+]. Product: [Br:1][C:2]1[CH:7]=[C:6]2[N:8]([C:17]3[CH:22]=[CH:21][N:20]=[C:19]([NH2:23])[N:18]=3)[CH2:9][C:10]3([CH2:15][CH2:14][O:13][CH2:12][CH2:11]3)[C:5]2=[CH:4][CH:3]=1. The catalyst class is: 33.